From a dataset of Forward reaction prediction with 1.9M reactions from USPTO patents (1976-2016). Predict the product of the given reaction. Given the reactants [F:1][C:2]1[CH:15]=[CH:14][C:5]([CH2:6][C:7]2([OH:13])[CH2:12][CH2:11][NH:10][CH2:9][CH2:8]2)=[CH:4][CH:3]=1.[Cl:16][C:17]1[C:18]([C:27]([F:30])([F:29])[F:28])=[N:19][N:20]([CH2:23][C:24](O)=[O:25])[C:21]=1[CH3:22].F[P-](F)(F)(F)(F)F.N1(O[P+](N2CCCC2)(N2CCCC2)N2CCCC2)C2C=CC=CC=2N=N1.CCN(C(C)C)C(C)C, predict the reaction product. The product is: [Cl:16][C:17]1[C:18]([C:27]([F:29])([F:28])[F:30])=[N:19][N:20]([CH2:23][C:24]([N:10]2[CH2:9][CH2:8][C:7]([CH2:6][C:5]3[CH:4]=[CH:3][C:2]([F:1])=[CH:15][CH:14]=3)([OH:13])[CH2:12][CH2:11]2)=[O:25])[C:21]=1[CH3:22].